This data is from Reaction yield outcomes from USPTO patents with 853,638 reactions. The task is: Predict the reaction yield, written as a fraction of the theoretical maximum amount of product (1.0 means a 100% yield; for example, 0.34 means a 34% yield). (1) The reactants are Br[C:2]1[CH:7]=[CH:6][C:5]([C:8]([CH2:24][CH3:25])=[C:9]([C:17]2[CH:22]=[CH:21][C:20]([OH:23])=[CH:19][CH:18]=2)[C:10]2[CH:15]=[CH:14][C:13]([OH:16])=[CH:12][CH:11]=2)=[CH:4][CH:3]=1.[C:26]([Cu])#[N:27]. The catalyst is CN1C(=O)CCC1. The product is [CH2:24]([C:8]([C:5]1[CH:6]=[CH:7][C:2]([C:26]#[N:27])=[CH:3][CH:4]=1)=[C:9]([C:17]1[CH:22]=[CH:21][C:20]([OH:23])=[CH:19][CH:18]=1)[C:10]1[CH:15]=[CH:14][C:13]([OH:16])=[CH:12][CH:11]=1)[CH3:25]. The yield is 0.830. (2) The reactants are F[C:2]1[CH:7]=[CH:6][CH:5]=[CH:4][C:3]=1[CH2:8][C:9](=[O:15])[C:10]([O:12][CH2:13][CH3:14])=[O:11].[Br:16]C1C=C(C=CC=1)CBr.[Mg].C(OCC)(=O)C(OCC)=O. No catalyst specified. The product is [Br:16][C:2]1[CH:7]=[CH:6][CH:5]=[CH:4][C:3]=1[CH2:8][C:9](=[O:15])[C:10]([O:12][CH2:13][CH3:14])=[O:11]. The yield is 0.800. (3) The product is [O:10]=[S:11]1(=[O:36])[CH:16]=[CH:15][CH:14]([C:17]2[CH:22]=[CH:21][C:20]([N:23]3[CH2:27][C@H:26]([CH2:28][NH:29][C:30](=[O:34])[CH2:31][CH3:1])[O:25][C:24]3=[O:35])=[CH:19][CH:18]=2)[CH2:13][CH2:12]1. The catalyst is N1C=CC=CC=1.ClCCl. The reactants are [C:1](OC(=O)CC)(=O)CC.[O:10]=[S:11]1(=[O:36])[CH:16]=[CH:15][CH:14]([C:17]2[CH:22]=[CH:21][C:20]([N:23]3[CH2:27][C@H:26]([CH2:28][NH:29][C:30](=[O:34])[CH:31](F)F)[O:25][C:24]3=[O:35])=[CH:19][CH:18]=2)[CH2:13][CH2:12]1. The yield is 0.800. (4) The reactants are C1(P(C2C=CC=CC=2)C2C=CC=CC=2)C=CC=CC=1.[OH:20][C:21]1[C:22]([CH2:34][CH:35]=[C:36]([CH3:39])[CH2:37]O)=[C:23]([O:32][CH3:33])[C:24]([CH3:31])=[C:25]2[C:29]=1[C:28](=[O:30])[O:27][CH2:26]2.C(Br)(Br)(Br)[Br:41]. The catalyst is ClCCl. The product is [Br:41][CH2:37][C:36]([CH3:39])=[CH:35][CH2:34][C:22]1[C:21]([OH:20])=[C:29]2[C:25]([CH2:26][O:27][C:28]2=[O:30])=[C:24]([CH3:31])[C:23]=1[O:32][CH3:33]. The yield is 0.420. (5) The reactants are [C:1]([O:7][CH2:8][CH3:9])(=[O:6])[CH2:2][C:3]([CH3:5])=O.[Cl:10][C:11]1[CH:12]=[C:13]([CH:16]=[C:17]([Cl:19])[CH:18]=1)[CH:14]=O.[NH4+:20].[OH-:21]. The catalyst is CCO.C(Cl)Cl. The product is [Cl:10][C:11]1[CH:12]=[C:13]([CH:14]2[C:2]([C:1]([O:7][CH2:8][CH3:9])=[O:6])=[C:3]([CH3:5])[NH:20][C:3]([CH3:5])=[C:2]2[C:1]([O:7][CH2:8][CH3:9])=[O:21])[CH:16]=[C:17]([Cl:19])[CH:18]=1. The yield is 0.280. (6) The product is [Si:21]([O:1][C@H:2]([CH3:11])[CH2:3][CH2:4][CH2:5][C:6]([O:8][CH2:9][CH3:10])=[O:7])([C:17]([CH3:20])([CH3:19])[CH3:18])([C:28]1[CH:29]=[CH:30][CH:31]=[CH:32][CH:33]=1)[C:22]1[CH:27]=[CH:26][CH:25]=[CH:24][CH:23]=1. The reactants are [OH:1][C@H:2]([CH3:11])[CH2:3][CH2:4][CH2:5][C:6]([O:8][CH2:9][CH3:10])=[O:7].N1C=CN=C1.[C:17]([Si:21](Cl)([C:28]1[CH:33]=[CH:32][CH:31]=[CH:30][CH:29]=1)[C:22]1[CH:27]=[CH:26][CH:25]=[CH:24][CH:23]=1)([CH3:20])([CH3:19])[CH3:18].O. The catalyst is CN(C=O)C. The yield is 0.800. (7) The reactants are [NH2:1][C:2]1[N:7]=[C:6]([NH:8][CH2:9][C:10]2[N:15]=[C:14]([N:16]3[CH2:20][CH2:19][CH2:18][C:17]3=[O:21])[CH:13]=[CH:12][CH:11]=2)[C:5]([NH2:22])=[C:4]([Cl:23])[N:3]=1.CCO.[N:27]([O-])=O.[Na+]. The catalyst is C(O)(=O)C.O. The product is [NH2:1][C:2]1[N:3]=[C:4]([Cl:23])[C:5]2[N:22]=[N:27][N:8]([CH2:9][C:10]3[N:15]=[C:14]([N:16]4[CH2:20][CH2:19][CH2:18][C:17]4=[O:21])[CH:13]=[CH:12][CH:11]=3)[C:6]=2[N:7]=1. The yield is 0.770. (8) The reactants are [N:1]#[C:2]Br.[C:4]([O:8][C:9]([N:11]1[CH2:17][CH2:16][CH2:15][C@H:14]([NH:18][CH2:19][C:20]2[CH:25]=[C:24]([C:26]([F:29])([F:28])[F:27])[CH:23]=[C:22]([C:30]([F:33])([F:32])[F:31])[CH:21]=2)[C:13]2[CH:34]=[C:35]([CH2:42][CH3:43])[C:36]([C:38]([F:41])([F:40])[F:39])=[CH:37][C:12]1=2)=[O:10])([CH3:7])([CH3:6])[CH3:5].C(N(C(C)C)CC)(C)C. The catalyst is O1CCCC1. The product is [C:4]([O:8][C:9]([N:11]1[CH2:17][CH2:16][CH2:15][C@H:14]([N:18]([CH2:19][C:20]2[CH:21]=[C:22]([C:30]([F:31])([F:33])[F:32])[CH:23]=[C:24]([C:26]([F:29])([F:28])[F:27])[CH:25]=2)[C:2]#[N:1])[C:13]2[CH:34]=[C:35]([CH2:42][CH3:43])[C:36]([C:38]([F:41])([F:39])[F:40])=[CH:37][C:12]1=2)=[O:10])([CH3:7])([CH3:6])[CH3:5]. The yield is 0.760. (9) The reactants are C([O:4][CH2:5][C:6]1[C:11]([N:12]2[CH2:16][C:15]3[CH:17]=[C:18]([CH:20]4[CH2:22][CH2:21]4)[S:19][C:14]=3[C:13]2=[O:23])=[CH:10][CH:9]=[CH:8][C:7]=1Br)(=O)C.[CH3:25][N:26]1[CH:31]=[C:30](B2OC(C)(C)C(C)(C)O2)[CH:29]=[C:28]([NH:41][C:42]2[CH:47]=[CH:46][N:45]=[CH:44][N:43]=2)[C:27]1=[O:48].C(=O)([O-])[O-].[Na+].[Na+].O.[OH-].[Li+]. The catalyst is C1C=CC([P]([Pd]([P](C2C=CC=CC=2)(C2C=CC=CC=2)C2C=CC=CC=2)([P](C2C=CC=CC=2)(C2C=CC=CC=2)C2C=CC=CC=2)[P](C2C=CC=CC=2)(C2C=CC=CC=2)C2C=CC=CC=2)(C2C=CC=CC=2)C2C=CC=CC=2)=CC=1.O.CO.O1CCOCC1.CN(C=O)C. The product is [CH:20]1([C:18]2[S:19][C:14]3[C:13](=[O:23])[N:12]([C:11]4[CH:10]=[CH:9][CH:8]=[C:7]([C:30]5[CH:29]=[C:28]([NH:41][C:42]6[CH:47]=[CH:46][N:45]=[CH:44][N:43]=6)[C:27](=[O:48])[N:26]([CH3:25])[CH:31]=5)[C:6]=4[CH2:5][OH:4])[CH2:16][C:15]=3[CH:17]=2)[CH2:22][CH2:21]1. The yield is 0.220.